The task is: Predict the product of the given reaction.. This data is from Forward reaction prediction with 1.9M reactions from USPTO patents (1976-2016). (1) Given the reactants [Cl:1][C:2]1[S:6][C:5]([C:7]2[CH:31]=[CH:30][C:10]3[C:11]4[CH:17]=[CH:16][C:15]([S:18]([NH:21][C@@H:22]([CH:27]([CH3:29])[CH3:28])[C:23]([O:25]C)=[O:24])(=[O:20])=[O:19])=[CH:14][C:12]=4[S:13][C:9]=3[CH:8]=2)=[CH:4][CH:3]=1.[Li+].[OH-], predict the reaction product. The product is: [Cl:1][C:2]1[S:6][C:5]([C:7]2[CH:31]=[CH:30][C:10]3[C:11]4[CH:17]=[CH:16][C:15]([S:18]([NH:21][C@@H:22]([CH:27]([CH3:28])[CH3:29])[C:23]([OH:25])=[O:24])(=[O:19])=[O:20])=[CH:14][C:12]=4[S:13][C:9]=3[CH:8]=2)=[CH:4][CH:3]=1. (2) Given the reactants [F:1][C:2]([F:28])([F:27])[C:3]1[CH:8]=[CH:7][C:6]([C:9]2[C:10]([C:15]([NH:17][C:18]3[CH:19]=[C:20]([C:24]([OH:26])=O)[N:21]([CH3:23])[CH:22]=3)=[O:16])=[CH:11][CH:12]=[CH:13][CH:14]=2)=[CH:5][CH:4]=1.[CH2:29]([O:36][C:37]1[CH:44]=[CH:43][C:40]([CH2:41][NH2:42])=[CH:39][CH:38]=1)[C:30]1[CH:35]=[CH:34][CH:33]=[CH:32][CH:31]=1.CN(C(ON1N=NC2C=CC=CC1=2)=[N+](C)C)C.[B-](F)(F)(F)F.C(N(CC)CC)C, predict the reaction product. The product is: [CH2:29]([O:36][C:37]1[CH:38]=[CH:39][C:40]([CH2:41][NH:42][C:24]([C:20]2[N:21]([CH3:23])[CH:22]=[C:18]([NH:17][C:15]([C:10]3[C:9]([C:6]4[CH:7]=[CH:8][C:3]([C:2]([F:1])([F:28])[F:27])=[CH:4][CH:5]=4)=[CH:14][CH:13]=[CH:12][CH:11]=3)=[O:16])[CH:19]=2)=[O:26])=[CH:43][CH:44]=1)[C:30]1[CH:31]=[CH:32][CH:33]=[CH:34][CH:35]=1. (3) Given the reactants [Cl:1][C:2]1[C:7]([C:8]([F:11])([F:10])[F:9])=[CH:6][CH:5]=[CH:4][C:3]=1[CH2:12][NH:13][C:14](=[O:27])[CH:15]([N:18](C)[C:19](=O)OC(C)(C)C)[CH2:16][OH:17].Cl, predict the reaction product. The product is: [ClH:1].[Cl:1][C:2]1[C:7]([C:8]([F:11])([F:10])[F:9])=[CH:6][CH:5]=[CH:4][C:3]=1[CH2:12][NH:13][C:14](=[O:27])[C@H:15]([CH2:16][OH:17])[NH:18][CH3:19]. (4) Given the reactants C[O:2][C:3]([C:5]1[C:6]([S:19][CH2:20][C:21]2[CH:26]=[CH:25][CH:24]=[CH:23][CH:22]=2)=[N:7][C:8]2[CH2:9][CH2:10][CH:11]([C:15]([CH3:18])([CH3:17])[CH3:16])[CH2:12][C:13]=2[CH:14]=1)=O.C([BH-](CC)CC)C.[Li+].O.[NH4+].[Cl-], predict the reaction product. The product is: [CH2:20]([S:19][C:6]1[C:5]([CH2:3][OH:2])=[CH:14][C:13]2[CH2:12][CH:11]([C:15]([CH3:18])([CH3:17])[CH3:16])[CH2:10][CH2:9][C:8]=2[N:7]=1)[C:21]1[CH:22]=[CH:23][CH:24]=[CH:25][CH:26]=1. (5) Given the reactants Cl.Cl.Cl.Cl.[C@H:5]12[CH2:11][C@H:8]([CH2:9][CH2:10]1)[C@@H:7]([C:12]1[NH:13][C:14]([C:17]3[CH:22]=[CH:21][C:20]([C:23]4[CH:24]=[C:25]5[C:30](=[CH:31][CH:32]=4)[CH:29]=[C:28]([C:33]4[NH:37][C:36]([C@@H:38]6[CH2:44][C:41]7([CH2:43][CH2:42]7)[CH2:40][N:39]6[C:45](=[O:55])[C@@H:46]([NH:50][C:51](=[O:54])[O:52][CH3:53])[CH:47]([CH3:49])[CH3:48])=[N:35][CH:34]=4)[CH:27]=[CH:26]5)=[CH:19][CH:18]=3)=[CH:15][N:16]=1)[NH:6]2.[F:56][CH:57]([F:70])[O:58][CH2:59][CH2:60][C@H:61]([NH:65][C:66]([O:68][CH3:69])=[O:67])[C:62](O)=[O:63].Cl.CN(C)CCCN=C=NCC.O.OC1C2N=NNC=2C=CC=1.CN1CCOCC1, predict the reaction product. The product is: [CH3:53][O:52][C:51](=[O:54])[NH:50][C@@H:46]([CH:47]([CH3:49])[CH3:48])[C:45]([N:39]1[C@H:38]([C:36]2[NH:37][C:33]([C:28]3[CH:27]=[CH:26][C:25]4[C:30](=[CH:31][CH:32]=[C:23]([C:20]5[CH:19]=[CH:18][C:17]([C:14]6[NH:13][C:12]([C@@H:7]7[C@@H:8]8[CH2:11][C@@H:5]([CH2:10][CH2:9]8)[N:6]7[C:62](=[O:63])[C@@H:61]([NH:65][C:66]([O:68][CH3:69])=[O:67])[CH2:60][CH2:59][O:58][CH:57]([F:70])[F:56])=[N:16][CH:15]=6)=[CH:22][CH:21]=5)[CH:24]=4)[CH:29]=3)=[CH:34][N:35]=2)[CH2:44][C:41]2([CH2:42][CH2:43]2)[CH2:40]1)=[O:55].